This data is from Forward reaction prediction with 1.9M reactions from USPTO patents (1976-2016). The task is: Predict the product of the given reaction. (1) Given the reactants [NH2:1][C:2]1[CH:19]=[CH:18][C:5]2[N:6]=[C:7]([NH:9][C:10](=[O:17])[C:11]3[CH:16]=[CH:15][CH:14]=[CH:13][CH:12]=3)[S:8][C:4]=2[CH:3]=1.Cl[C:21]1[N:26]=[C:25]([NH:27][C:28]2[CH:32]=[C:31]([CH3:33])[NH:30][N:29]=2)[CH:24]=[CH:23][N:22]=1, predict the reaction product. The product is: [CH3:33][C:31]1[NH:30][N:29]=[C:28]([NH:27][C:25]2[CH:24]=[CH:23][N:22]=[C:21]([NH:1][C:2]3[CH:19]=[CH:18][C:5]4[N:6]=[C:7]([NH:9][C:10](=[O:17])[C:11]5[CH:16]=[CH:15][CH:14]=[CH:13][CH:12]=5)[S:8][C:4]=4[CH:3]=3)[N:26]=2)[CH:32]=1. (2) Given the reactants [CH3:1][C:2]1[CH:3]=[C:4]2[C:9](=[C:10]([N+:12]([O-])=O)[CH:11]=1)[N:8]=[CH:7][C:6]([S:15]([C:18]1[CH:23]=[CH:22][CH:21]=[CH:20][CH:19]=1)(=[O:17])=[O:16])=[CH:5]2.NC1C=CC=C2C=1N=CC(S(C1C=CC=CC=1)(=O)=O)=C2, predict the reaction product. The product is: [NH2:12][C:10]1[CH:11]=[C:2]([CH3:1])[CH:3]=[C:4]2[C:9]=1[N:8]=[CH:7][C:6]([S:15]([C:18]1[CH:23]=[CH:22][CH:21]=[CH:20][CH:19]=1)(=[O:17])=[O:16])=[CH:5]2. (3) Given the reactants [N+](C1C=CC(O[C:9]([NH:11][CH2:12][CH:13]2[C:15]3([CH2:20][CH2:19][N:18]([C:21]([O:23][C:24]([CH3:27])([CH3:26])[CH3:25])=[O:22])[CH2:17][CH2:16]3)[CH2:14]2)=[O:10])=CC=1)([O-])=O.[CH2:30]1[C:38]2[CH:37]=[C:36]([NH2:39])[N:35]=[CH:34][C:33]=2[CH2:32][NH:31]1.CCN(C(C)C)C(C)C, predict the reaction product. The product is: [NH2:39][C:36]1[N:35]=[CH:34][C:33]2[CH2:32][N:31]([C:9]([NH:11][CH2:12][CH:13]3[C:15]4([CH2:20][CH2:19][N:18]([C:21]([O:23][C:24]([CH3:26])([CH3:25])[CH3:27])=[O:22])[CH2:17][CH2:16]4)[CH2:14]3)=[O:10])[CH2:30][C:38]=2[CH:37]=1. (4) The product is: [C:6]([C:8]1[CH:17]=[C:16]2[C:11]([CH:12]=[CH:13][C:14](=[O:23])[N:15]2[CH2:18][C:19]([OH:21])=[O:20])=[CH:10][CH:9]=1)#[N:7]. Given the reactants [OH-].C[Sn+](C)C.[C:6]([C:8]1[CH:17]=[C:16]2[C:11]([CH:12]=[CH:13][C:14](=[O:23])[N:15]2[CH2:18][C:19]([O:21]C)=[O:20])=[CH:10][CH:9]=1)#[N:7], predict the reaction product. (5) Given the reactants Cl.[CH3:2][O:3][C:4]1[CH:8]=[C:7]([C:9]2[CH:18]=[CH:17][C:12]([O:13][CH2:14][CH2:15][NH2:16])=[CH:11][CH:10]=2)[N:6]([C:19]2[CH:24]=[CH:23][C:22]([O:25][CH3:26])=[CH:21][CH:20]=2)[N:5]=1.[C:27](Cl)(Cl)=[S:28].[OH-].[NH4+:32].CO, predict the reaction product. The product is: [CH3:2][O:3][C:4]1[CH:8]=[C:7]([C:9]2[CH:10]=[CH:11][C:12]([O:13][CH2:14][CH2:15][NH:16][C:27]([NH2:32])=[S:28])=[CH:17][CH:18]=2)[N:6]([C:19]2[CH:24]=[CH:23][C:22]([O:25][CH3:26])=[CH:21][CH:20]=2)[N:5]=1. (6) Given the reactants [CH2:1]([O:8][C:9]1[CH:14]=[C:13]([CH2:15][CH3:16])[CH:12]=[CH:11][C:10]=1[O:17][C:18]1[CH:23]=[CH:22][C:21]([N+:24]([O-])=O)=[CH:20][C:19]=1[F:27])[C:2]1[CH:7]=[CH:6][CH:5]=[CH:4][CH:3]=1.[Sn](Cl)Cl.Cl.[OH-].[Na+], predict the reaction product. The product is: [CH2:1]([O:8][C:9]1[CH:14]=[C:13]([CH2:15][CH3:16])[CH:12]=[CH:11][C:10]=1[O:17][C:18]1[CH:23]=[CH:22][C:21]([NH2:24])=[CH:20][C:19]=1[F:27])[C:2]1[CH:3]=[CH:4][CH:5]=[CH:6][CH:7]=1.